Dataset: Full USPTO retrosynthesis dataset with 1.9M reactions from patents (1976-2016). Task: Predict the reactants needed to synthesize the given product. (1) Given the product [C:1]([NH:5][C:6]([C:8]1[C:16]2[C:11](=[N:12][CH:13]=[C:14]([C:17]3[C:25]4[C:20](=[CH:21][CH:22]=[C:23]([O:26][CH:27]([F:28])[F:29])[CH:24]=4)[N:19]([CH2:39][CH2:40][CH2:41][N:42]4[CH2:47][CH2:46][O:45][CH2:44][CH2:43]4)[N:18]=3)[N:15]=2)[N:10]([CH2:30][O:31][CH2:32][CH2:33][Si:34]([CH3:37])([CH3:36])[CH3:35])[CH:9]=1)=[O:7])([CH3:4])([CH3:3])[CH3:2], predict the reactants needed to synthesize it. The reactants are: [C:1]([NH:5][C:6]([C:8]1[C:16]2[C:11](=[N:12][CH:13]=[C:14]([C:17]3[C:25]4[C:20](=[CH:21][CH:22]=[C:23]([O:26][CH:27]([F:29])[F:28])[CH:24]=4)[NH:19][N:18]=3)[N:15]=2)[N:10]([CH2:30][O:31][CH2:32][CH2:33][Si:34]([CH3:37])([CH3:36])[CH3:35])[CH:9]=1)=[O:7])([CH3:4])([CH3:3])[CH3:2].Cl[CH2:39][CH2:40][CH2:41][N:42]1[CH2:47][CH2:46][O:45][CH2:44][CH2:43]1.C([O-])([O-])=O.[Cs+].[Cs+]. (2) Given the product [Br:1][C:2]1[C:3]([C:12]([F:15])([F:14])[F:13])=[CH:4][C:5]([N+:9]([O-:11])=[O:10])=[C:6]([NH:25][CH:26]2[CH2:27][CH2:28][N:29]([C:32]([O:34][C:35]([CH3:38])([CH3:37])[CH3:36])=[O:33])[CH2:30][CH2:31]2)[CH:7]=1, predict the reactants needed to synthesize it. The reactants are: [Br:1][C:2]1[CH:7]=[C:6](F)[C:5]([N+:9]([O-:11])=[O:10])=[CH:4][C:3]=1[C:12]([F:15])([F:14])[F:13].C(N(C(C)C)CC)(C)C.[NH2:25][CH:26]1[CH2:31][CH2:30][N:29]([C:32]([O:34][C:35]([CH3:38])([CH3:37])[CH3:36])=[O:33])[CH2:28][CH2:27]1.